This data is from Drug-target binding data from BindingDB using Ki measurements. The task is: Regression. Given a target protein amino acid sequence and a drug SMILES string, predict the binding affinity score between them. We predict pKi (pKi = -log10(Ki in M); higher means stronger inhibition). Dataset: bindingdb_ki. (1) The drug is CCCn1c(=O)c2[nH]c(-c3ccc(C=CC(=O)O)cc3)nc2n(CCC)c1=O. The target protein sequence is MCPQGSPCPASSSPINVTFNTSQVMGSIDVIYISAECLVALLAALGNIPVVWAVKLNAAFHNTTMYFIASLALADIAVGVFVVPLAVLVSLQVSIPFHFCLFLCCLMVVFTQASILSLLAIAIDRYLRVKLPIRYKIISTERRIWGALGLCWSLSLLVGLTPMFGWNKQRSAPYHTCGFTSVIRMDYMVYFSFFAWTLIPLSIMCALYVAVFYIIRTKLSQGATGARGAGTFYGKEFRKAKSLALVLFLFAVSWLPLCIMNCVLYFHPEYKIPKPWIFLGILLSHANSAMNPVVYACKIKKFKTTYLLILRTYILCRKKPQAMPSSYRLNTPAVVQNER. The pKi is 7.4. (2) The drug is NCc1cc(=O)[nH]o1. The target protein (Q16445) has sequence MASSLPWLCIILWLENALGKLEVEGNFYSENVSRILDNLLEGYDNRLRPGFGGAVTEVKTDIYVTSFGPVSDVEMEYTMDVFFRQTWTDERLKFGGPTEILSLNNLMVSKIWTPDTFFRNGKKSIAHNMTTPNKLFRIMQNGTILYTMRLTINADCPMRLVNFPMDGHACPLKFGSYAYPKSEIIYTWKKGPLYSVEVPEESSSLLQYDLIGQTVSSETIKSNTGEYVIMTVYFHLQRKMGYFMIQIYTPCIMTVILSQVSFWINKESVPARTVFGITTVLTMTTLSISARHSLPKVSYATAMDWFIAVCFAFVFSALIEFAAVNYFTNLQTQKAKRKAQFAAPPTVTISKATEPLEAEIVLHPDSKYHLKKRITSLSLPIVSSSEANKVLTRAPILQSTPVTPPPLSPAFGGTSKIDQYSRILFPVAFAGFNLVYWVVYLSKDTMEVSSSVE. The pKi is 8.8. (3) The pKi is 9.3. The compound is CC[C@H](C)[C@H](NC(=O)[C@H](Cc1ccc(O)cc1)NC(=O)[C@H](Cc1cnc[nH]1)NC(=O)[C@H](CCCNC(=N)N)NC(=O)[C@H](CC(C)C)NC(=O)[C@H](C)NC(=O)[C@H](CO)NC(=O)[C@H](Cc1ccc(O)cc1)NC(=O)[C@H](Cc1ccc(O)cc1)NC(=O)[C@H](CCCNC(=N)N)NC(=O)[C@H](C)NC(=O)[C@H](CC(C)C)NC(=O)[C@H](CC(=O)O)NC(=O)[C@H](CCC(=O)O)NC(=O)[C@H](C)NC(=O)[C@@H]1CCCN1C(=O)[C@H](C)NC(=O)[C@H](CC(=O)O)NC(=O)[C@H](CCC(=O)O)NC(=O)CNC(=O)[C@@H]1CCCN1C(=O)[C@H](CC(N)=O)NC(=O)[C@H](CC(=O)O)NC(=O)[C@@H]1CCCN1C(=O)[C@H](CCCCN)NC(=O)[C@H](CO)NC(=O)[C@@H]1CCCN1)C(=O)N[C@@H](CC(N)=O)C(=O)N[C@@H](CC(C)C)C(=O)N[C@H](C(=O)N[C@H](C(=O)N[C@@H](CCCNC(=N)N)C(=O)N[C@@H](CCC(N)=O)C(=O)N[C@@H](CCCNC(=N)N)C(=O)N[C@@H](Cc1ccc(O)cc1)C(N)=O)[C@@H](C)O)[C@@H](C)CC. The target protein sequence is MDLGFKDYTNRTPTKNTSATTKNFSAWEDYKSSVDDIQYFLIGLYTLISLAGFVGNLLVLTALTKRKQKTIINILIGNLAFSDILVVLFCSPFTLTSVLLDRWMFGTVMCHIMPFLQCTSVLVSTLMLISIAAVRYRMVKYPLSSNLTAKHGYFLIVIIWAVGCAICSPLPVFHKIVDLHKTLNLEALENRLLCIESWPSDSYRIAFTISLLLMQYILPLVCLTASHTSVCRSVGSRLSSKEGKFQENEMINLTLHPSKSAGTEAQPSSHTSWSCALVRKHHRRYSKKTSTVMPAILRQQQDADFRDLPETSGTEKSQLSSSSKFIPGVPICFEMKPEENTEIQDMITVSQSIIRIKTRSRRVFCRLTVLILVFGFSWMPLHLFHIVTDFNATLISNRHFKLVYCICHLLGMMSCCLNPILYGFLNNSIKADLMSLIPCCQIL. (4) The target protein (Q9CQ65) has sequence MASGSACTAVKIGIIGGTGLDDPEILEGRTEKYVDTPFGKPSDALILGKIKNVDCVLLARHGRQHTIMPSKVNYQANIWALKEEGCTHVIVTTACGSLREEIQPGDMVIIDQFIDRTSLRPQTFYDGSHCSARGVCHIPMAEPFCPKTREVLIETAKKLGLRCHSKGTIVTIEGPRFSSRAESLIFRTWGADVVNMTTVPEVVLAKEAGICYASIAMATDYDCWKEHEEAVSVDGVLKTMKENANKAKSLLLTTIPQIGSMEWSETLRNLKNMAQFSVLPPRH. The pKi is 5.7. The small molecule is CCSC[C@H]1OC(n2cnc3c(N)ncnc32)[C@H](O)[C@@H]1O. (5) The small molecule is COC(=O)c1c(F)cccc1-c1ccc([C@@H](C)Nc2nccc(Cl)c2NC(=O)CC#N)cc1. The target protein (P48748) has sequence MASQGPLELQPSNQSQLAPPNATSCSGAPDAWDLLHRLLPTFIIAIFTLGLLGNSFVLSVFLLARRRLSVAEIYLANLAASDLVFVLGLPFWAENVRNQFDWPFGAALCRIVNGVIKANLFISIFLVVAISQDRYSVLVHPMASRRGRRRRQAQATCALIWLAGGLLSTPTFVLRSVRAVPELNVSACILLLPHEAWHWLRMVELNLLGFLLPLAAILFFNCHILASLRRRGERVPSRCGGPRDSKSTALILTLVASFLVCWAPYHFFAFLECLWQVHAIGGCFWEEFTDLGLQLSNFSAFVNSCLNPVIYVFVGRLFRTKVWELCQQCSPRSLAPVSSSRRKEMLWGFWRN. The pKi is 9.1. (6) The drug is COC(=O)[C@H](CCCCN)NC(=O)[C@]1(C)NC(=O)c2nc(oc2C)[C@](C)(C(=O)NC2c3ccccc3-c3ccccc32)NC(=O)c2nc(oc2C)[C@](C)(C(=O)NCC2CCCCC2)NC(=O)c2nc1oc2C. The target protein (O08726) has sequence MNGSGSQGAENTSQEGGSGGWQPEAVLVPLFFALIFLVGTVGNALVLAVLLRGGQAVSTTNLFILNLGVADLCFILCCVPFQATIYTLDDWVFGSLLCKAVHFLIFLTMHASSFTLAAVSLDRYLAIRYPLHSRELRTPRNALAAIGLIWGLALLFSGPYLSYYRQSQLANLTVCHPAWSAPRRRAMDLCTFVFSYLLPVLVLSLTYARTLRYLWRTVDPVTAGSGSQRAKRKVTRMIIIVAVLFCLCWMPHHALILCVWFGRFPLTRATYALRILSHLVSYANSCVNPIVYALVSKHFRKGFRKICAGLLRPAPRRASGRVSILAPGNHSGSMLEQESTDLTQVSEAAGPLVPPPALPNCTASSRTLDPAC. The pKi is 4.0. (7) The small molecule is c1ccc2c(c1)CCC2CCN1CCN(c2cccc3c2OCCO3)CC1. The target protein (P14842) has sequence MEILCEDNISLSSIPNSLMQLGDGPRLYHNDFNSRDANTSEASNWTIDAENRTNLSCEGYLPPTCLSILHLQEKNWSALLTTVVIILTIAGNILVIMAVSLEKKLQNATNYFLMSLAIADMLLGFLVMPVSMLTILYGYRWPLPSKLCAIWIYLDVLFSTASIMHLCAISLDRYVAIQNPIHHSRFNSRTKAFLKIIAVWTISVGISMPIPVFGLQDDSKVFKEGSCLLADDNFVLIGSFVAFFIPLTIMVITYFLTIKSLQKEATLCVSDLSTRAKLASFSFLPQSSLSSEKLFQRSIHREPGSYAGRRTMQSISNEQKACKVLGIVFFLFVVMWCPFFITNIMAVICKESCNENVIGALLNVFVWIGYLSSAVNPLVYTLFNKTYRSAFSRYIQCQYKENRKPLQLILVNTIPALAYKSSQLQVGQKKNSQEDAEQTVDDCSMVTLGKQQSEENCTDNIETVNEKVSCV. The pKi is 6.7.